This data is from Full USPTO retrosynthesis dataset with 1.9M reactions from patents (1976-2016). The task is: Predict the reactants needed to synthesize the given product. (1) The reactants are: [Br:1][C:2]1[CH:7]=[CH:6][CH:5]=[C:4]([S:8][CH3:9])[N:3]=1.BrC1C=CC(S(C)=[O:18])=NC=1. Given the product [Br:1][C:2]1[CH:7]=[CH:6][CH:5]=[C:4]([S:8]([CH3:9])=[O:18])[N:3]=1, predict the reactants needed to synthesize it. (2) Given the product [F:52][C:28]1[C:29]([C:15]2[CH:16]=[CH:17][CH:18]=[C:19]([CH2:65][N:66]3[CH2:68][CH2:13][NH:8][C@@H:9]([CH3:10])[CH2:67]3)[CH:20]=2)=[CH:30][C:25]([CH2:24][N:23]([CH2:56][CH2:57][CH2:58][C:59]2[CH:64]=[CH:63][CH:62]=[CH:61][CH:60]=2)[C:21](=[O:22])[C:17]2[CH:18]=[CH:19][CH:20]=[C:15]([CH2:14][CH:11]3[CH2:12][CH2:13][NH:8][CH2:9][CH2:10]3)[CH:16]=2)=[CH:26][CH:27]=1, predict the reactants needed to synthesize it. The reactants are: CC(OC([N:8]1[CH2:13][CH2:12][CH:11]([CH2:14][C:15]2[CH:16]=[C:17]([C:21]([NH:23][CH2:24][C:25]3[CH:26]=[CH:27][C:28]([F:52])=[C:29](C4C=CC=C(CN5CCN(C(OC(C)(C)C)=O)[C@@H](C)C5)C=4)[CH:30]=3)=[O:22])[CH:18]=[CH:19][CH:20]=2)[CH2:10][CH2:9]1)=O)(C)C.[H-].[Na+].Br[CH2:56][CH2:57][CH2:58][C:59]1[CH:64]=[CH:63][CH:62]=[CH:61][CH:60]=1.[CH3:65][N:66]([CH:68]=O)[CH3:67].